From a dataset of Full USPTO retrosynthesis dataset with 1.9M reactions from patents (1976-2016). Predict the reactants needed to synthesize the given product. (1) Given the product [C:8]([C:7]1[CH:6]=[CH:5][C:4]([NH:12][C:13](=[O:30])[C:14]2[CH:19]=[CH:18][CH:17]=[N:16][C:15]=2[NH:20][C:21]2[CH:29]=[C:28]3[C:24]([CH:25]=[N:26][NH:27]3)=[CH:23][CH:22]=2)=[CH:3][C:2]=1[NH:1][CH:41]1[CH2:42][CH2:43][N:38]([C:31]([O:33][C:34]([CH3:37])([CH3:36])[CH3:35])=[O:32])[CH2:39][CH2:40]1)([CH3:11])([CH3:10])[CH3:9], predict the reactants needed to synthesize it. The reactants are: [NH2:1][C:2]1[CH:3]=[C:4]([NH:12][C:13](=[O:30])[C:14]2[CH:19]=[CH:18][CH:17]=[N:16][C:15]=2[NH:20][C:21]2[CH:29]=[C:28]3[C:24]([CH:25]=[N:26][NH:27]3)=[CH:23][CH:22]=2)[CH:5]=[CH:6][C:7]=1[C:8]([CH3:11])([CH3:10])[CH3:9].[C:31]([N:38]1[CH2:43][CH2:42][C:41](=O)[CH2:40][CH2:39]1)([O:33][C:34]([CH3:37])([CH3:36])[CH3:35])=[O:32]. (2) Given the product [CH2:1]([O:8][C:9]1[CH:10]=[C:11]([N:35]2[CH2:30][CH2:31][CH2:32][CH2:33][CH2:37]2)[CH:12]=[CH:13][CH:14]=1)[C:2]1[CH:7]=[CH:6][CH:5]=[CH:4][CH:3]=1, predict the reactants needed to synthesize it. The reactants are: [CH2:1]([O:8][C:9]1[CH:14]=[CH:13][CH:12]=[C:11](Br)[CH:10]=1)[C:2]1[CH:7]=[CH:6][CH:5]=[CH:4][CH:3]=1.C1(P(C2CCCCC2)C2C=CC=CC=2C2[C:30]([N:35]([CH3:37])C)=[CH:31][CH:32]=[CH:33]C=2)CCCCC1.N1CCCCC1.P([O-])([O-])([O-])=O.[K+].[K+].[K+]. (3) Given the product [F:1][C:2]1[CH:7]=[CH:6][C:5]([C@H:8]([NH:10][C:12]([NH2:13])=[O:11])[CH3:9])=[CH:4][CH:3]=1, predict the reactants needed to synthesize it. The reactants are: [F:1][C:2]1[CH:7]=[CH:6][C:5]([C@H:8]([NH2:10])[CH3:9])=[CH:4][CH:3]=1.[O-:11][C:12]#[N:13].[K+]. (4) Given the product [CH3:1][O:2][C:3](=[O:25])[C:4]1[CH:9]=[CH:8][C:7]([CH2:10][N:11]2[C:15]([CH:16]=[N:33][OH:32])=[C:14]([Br:18])[N:13]=[C:12]2[CH2:19][CH2:20][CH2:21][CH3:22])=[C:6]([F:23])[C:5]=1[F:24], predict the reactants needed to synthesize it. The reactants are: [CH3:1][O:2][C:3](=[O:25])[C:4]1[CH:9]=[CH:8][C:7]([CH2:10][N:11]2[C:15]([CH:16]=O)=[C:14]([Br:18])[N:13]=[C:12]2[CH2:19][CH2:20][CH2:21][CH3:22])=[C:6]([F:23])[C:5]=1[F:24].N1C=CC=CC=1.[OH2:32].[NH2:33]O.Cl. (5) Given the product [Cl:1][C:2]1[CH:7]=[C:6]([NH:8][C:9]2[CH:14]=[CH:13][C:12]([F:15])=[CH:11][C:10]=2[F:16])[CH:5]=[CH:4][C:3]=1[C:17]([C:19]1[CH:24]=[C:23]([C:25]2[N:26]=[N:27][N:28]([CH2:30][CH2:31][O:32][CH:33]3[CH2:38][CH2:37][CH2:36][CH2:35][O:34]3)[CH:29]=2)[CH:22]=[CH:21][C:20]=1[O:57][CH3:56])=[O:18], predict the reactants needed to synthesize it. The reactants are: [Cl:1][C:2]1[CH:7]=[C:6]([NH:8][C:9]2[CH:14]=[CH:13][C:12]([F:15])=[CH:11][C:10]=2[F:16])[CH:5]=[CH:4][C:3]=1[C:17]([C:19]1[CH:24]=[C:23]([C:25]2[N:26]=[N:27][N:28]([CH2:30][CH2:31][O:32][CH:33]3[CH2:38][CH2:37][CH2:36][CH2:35][O:34]3)[CH:29]=2)[CH:22]=[CH:21][C:20]=1C)=[O:18].ClC1C=C(NC2C=CC(F)=CC=2F)C=CC=1[C:56](C1C=C(C#C)C=CC=1OC)=[O:57].N(CCOC1CCCCO1)=[N+]=[N-]. (6) Given the product [Br:15][C:16]1[CH:22]=[CH:21][C:19]([NH:20][CH:11]2[CH2:12][CH2:13][N:8]([C:6]([O:5][C:1]([CH3:4])([CH3:3])[CH3:2])=[O:7])[CH2:9][CH2:10]2)=[CH:18][CH:17]=1, predict the reactants needed to synthesize it. The reactants are: [C:1]([O:5][C:6]([N:8]1[CH2:13][CH2:12][C:11](=O)[CH2:10][CH2:9]1)=[O:7])([CH3:4])([CH3:3])[CH3:2].[Br:15][C:16]1[CH:22]=[CH:21][C:19]([NH2:20])=[CH:18][CH:17]=1.